From a dataset of Catalyst prediction with 721,799 reactions and 888 catalyst types from USPTO. Predict which catalyst facilitates the given reaction. (1) Reactant: [I:1][C:2]1[CH:3]=[C:4]([NH2:31])[C:5]([NH:8][CH:9]([C:11]2[CH:16]=[CH:15][C:14]([O:17][CH2:18][C:19]3[CH:20]=[N:21][C:22]([C:25]([F:28])([F:27])[F:26])=[CH:23][CH:24]=3)=[C:13]([O:29][CH3:30])[CH:12]=2)[CH3:10])=[N:6][CH:7]=1.Cl[CH2:33]C1C=CC(C(F)(F)F)=NC=1.C(OCC)(OCC)OCC.O.C1(C)C=CC(S(O)(=O)=O)=CC=1. Product: [I:1][C:2]1[CH:3]=[C:4]2[N:31]=[CH:33][N:8]([CH:9]([C:11]3[CH:16]=[CH:15][C:14]([O:17][CH2:18][C:19]4[CH:20]=[N:21][C:22]([C:25]([F:27])([F:26])[F:28])=[CH:23][CH:24]=4)=[C:13]([O:29][CH3:30])[CH:12]=3)[CH3:10])[C:5]2=[N:6][CH:7]=1. The catalyst class is: 8. (2) The catalyst class is: 3. Product: [C:1]([O:5][C:6]([NH:8][CH2:9][C:10]([O:12][C@H:13](/[CH:15]=[CH:16]/[C:22]1[CH:23]=[CH:24][C:19]([C:18]([F:31])([F:30])[F:17])=[CH:20][CH:21]=1)[CH3:14])=[O:11])=[O:7])([CH3:4])([CH3:3])[CH3:2]. Reactant: [C:1]([O:5][C:6]([NH:8][CH2:9][C:10]([O:12][CH:13]([CH:15]=[CH2:16])[CH3:14])=[O:11])=[O:7])([CH3:4])([CH3:3])[CH3:2].[F:17][C:18]([F:31])([F:30])[C:19]1[CH:24]=[CH:23][C:22](/C=C/[C@@H](O)C)=[CH:21][CH:20]=1.C(NCC(O)=O)(OC(C)(C)C)=O.Cl.C(N=C=NCCCN(C)C)C.N1(O)C2C=CC=CC=2N=N1.CCN(C(C)C)C(C)C. (3) Reactant: [CH2:1]([CH:8]1[CH2:13][CH2:12][N:11]([CH2:14][CH2:15][CH2:16][NH2:17])[CH2:10][CH2:9]1)[C:2]1[CH:7]=[CH:6][CH:5]=[CH:4][CH:3]=1.[C:18]([C:20]1[CH:21]=[C:22]([N:26]=[C:27]=[O:28])[CH:23]=[CH:24][CH:25]=1)#[N:19]. Product: [C:18]([C:20]1[CH:21]=[C:22]([NH:26][C:27]([NH:17][CH2:16][CH2:15][CH2:14][N:11]2[CH2:10][CH2:9][CH:8]([CH2:1][C:2]3[CH:7]=[CH:6][CH:5]=[CH:4][CH:3]=3)[CH2:13][CH2:12]2)=[O:28])[CH:23]=[CH:24][CH:25]=1)#[N:19]. The catalyst class is: 1.